From a dataset of Full USPTO retrosynthesis dataset with 1.9M reactions from patents (1976-2016). Predict the reactants needed to synthesize the given product. Given the product [C:1]1([CH:7]([NH:19][C:24]2[C:23]3[N:27]=[CH:28][N:29]([C:22]=3[N:21]=[CH:20][N:25]=2)[C@@H:30]2[O:34][C@H:33]([CH2:35][OH:36])[C@@H:32]([OH:37])[C@H:31]2[OH:38])[CH3:8])[CH:2]=[CH:3][CH:4]=[CH:5][CH:6]=1, predict the reactants needed to synthesize it. The reactants are: [C:1]1([CH2:7][CH2:8]N)[CH:6]=[CH:5][CH:4]=[CH:3][CH:2]=1.Cl.C1(CC[NH2:19])C=CC=CC=1.[CH:20]1[N:25]=[C:24](Cl)[C:23]2[N:27]=[CH:28][N:29]([C@@H:30]3[O:34][C@H:33]([CH2:35][OH:36])[C@@H:32]([OH:37])[C@H:31]3[OH:38])[C:22]=2[N:21]=1.C(N(CC)CC)C.